Dataset: NCI-60 drug combinations with 297,098 pairs across 59 cell lines. Task: Regression. Given two drug SMILES strings and cell line genomic features, predict the synergy score measuring deviation from expected non-interaction effect. (1) Drug 1: C1CCN(CC1)CCOC2=CC=C(C=C2)C(=O)C3=C(SC4=C3C=CC(=C4)O)C5=CC=C(C=C5)O. Drug 2: C1=CC(=CC=C1CC(C(=O)O)N)N(CCCl)CCCl.Cl. Cell line: BT-549. Synergy scores: CSS=7.75, Synergy_ZIP=-2.65, Synergy_Bliss=1.41, Synergy_Loewe=-4.48, Synergy_HSA=-3.40. (2) Drug 1: C1=NC2=C(N1)C(=S)N=C(N2)N. Drug 2: C1=NC2=C(N1)C(=S)N=CN2. Cell line: NCI-H226. Synergy scores: CSS=2.88, Synergy_ZIP=-12.4, Synergy_Bliss=-18.0, Synergy_Loewe=-20.2, Synergy_HSA=-15.2. (3) Drug 1: CC12CCC3C(C1CCC2=O)CC(=C)C4=CC(=O)C=CC34C. Drug 2: CN(CC1=CN=C2C(=N1)C(=NC(=N2)N)N)C3=CC=C(C=C3)C(=O)NC(CCC(=O)O)C(=O)O. Cell line: EKVX. Synergy scores: CSS=51.0, Synergy_ZIP=2.28, Synergy_Bliss=-0.650, Synergy_Loewe=1.04, Synergy_HSA=1.35. (4) Drug 1: CC1=C2C(C(=O)C3(C(CC4C(C3C(C(C2(C)C)(CC1OC(=O)C(C(C5=CC=CC=C5)NC(=O)C6=CC=CC=C6)O)O)OC(=O)C7=CC=CC=C7)(CO4)OC(=O)C)O)C)OC(=O)C. Drug 2: C1CNP(=O)(OC1)N(CCCl)CCCl. Cell line: NCI-H322M. Synergy scores: CSS=27.3, Synergy_ZIP=-8.92, Synergy_Bliss=-4.84, Synergy_Loewe=-79.3, Synergy_HSA=-5.43. (5) Drug 1: CCCCCOC(=O)NC1=NC(=O)N(C=C1F)C2C(C(C(O2)C)O)O. Drug 2: CC12CCC3C(C1CCC2O)C(CC4=C3C=CC(=C4)O)CCCCCCCCCS(=O)CCCC(C(F)(F)F)(F)F. Cell line: NCI-H226. Synergy scores: CSS=2.50, Synergy_ZIP=0.949, Synergy_Bliss=2.63, Synergy_Loewe=1.07, Synergy_HSA=1.14. (6) Drug 2: CC1=C(C(=CC=C1)Cl)NC(=O)C2=CN=C(S2)NC3=CC(=NC(=N3)C)N4CCN(CC4)CCO. Drug 1: CCCS(=O)(=O)NC1=C(C(=C(C=C1)F)C(=O)C2=CNC3=C2C=C(C=N3)C4=CC=C(C=C4)Cl)F. Synergy scores: CSS=13.8, Synergy_ZIP=-0.858, Synergy_Bliss=3.96, Synergy_Loewe=3.23, Synergy_HSA=3.48. Cell line: T-47D. (7) Drug 1: CC1=C(C=C(C=C1)C(=O)NC2=CC(=CC(=C2)C(F)(F)F)N3C=C(N=C3)C)NC4=NC=CC(=N4)C5=CN=CC=C5. Drug 2: CN(C(=O)NC(C=O)C(C(C(CO)O)O)O)N=O. Cell line: CCRF-CEM. Synergy scores: CSS=-4.38, Synergy_ZIP=2.58, Synergy_Bliss=1.06, Synergy_Loewe=-3.68, Synergy_HSA=-4.02. (8) Drug 1: CC(C1=C(C=CC(=C1Cl)F)Cl)OC2=C(N=CC(=C2)C3=CN(N=C3)C4CCNCC4)N. Drug 2: CCC1(C2=C(COC1=O)C(=O)N3CC4=CC5=C(C=CC(=C5CN(C)C)O)N=C4C3=C2)O.Cl. Cell line: MDA-MB-231. Synergy scores: CSS=28.8, Synergy_ZIP=-7.69, Synergy_Bliss=0.508, Synergy_Loewe=-21.0, Synergy_HSA=2.03. (9) Drug 1: CCC1(CC2CC(C3=C(CCN(C2)C1)C4=CC=CC=C4N3)(C5=C(C=C6C(=C5)C78CCN9C7C(C=CC9)(C(C(C8N6C=O)(C(=O)OC)O)OC(=O)C)CC)OC)C(=O)OC)O.OS(=O)(=O)O. Drug 2: CS(=O)(=O)CCNCC1=CC=C(O1)C2=CC3=C(C=C2)N=CN=C3NC4=CC(=C(C=C4)OCC5=CC(=CC=C5)F)Cl. Cell line: NCI-H522. Synergy scores: CSS=29.9, Synergy_ZIP=-0.359, Synergy_Bliss=5.94, Synergy_Loewe=-4.88, Synergy_HSA=7.04. (10) Drug 1: CCCCC(=O)OCC(=O)C1(CC(C2=C(C1)C(=C3C(=C2O)C(=O)C4=C(C3=O)C=CC=C4OC)O)OC5CC(C(C(O5)C)O)NC(=O)C(F)(F)F)O. Drug 2: C1CC(=O)NC(=O)C1N2C(=O)C3=CC=CC=C3C2=O. Cell line: HCC-2998. Synergy scores: CSS=40.0, Synergy_ZIP=-0.127, Synergy_Bliss=-2.06, Synergy_Loewe=-23.4, Synergy_HSA=-4.28.